Dataset: NCI-60 drug combinations with 297,098 pairs across 59 cell lines. Task: Regression. Given two drug SMILES strings and cell line genomic features, predict the synergy score measuring deviation from expected non-interaction effect. (1) Drug 1: C1CNP(=O)(OC1)N(CCCl)CCCl. Drug 2: CC1=C(C(=CC=C1)Cl)NC(=O)C2=CN=C(S2)NC3=CC(=NC(=N3)C)N4CCN(CC4)CCO. Cell line: HCT116. Synergy scores: CSS=-7.42, Synergy_ZIP=3.99, Synergy_Bliss=-6.26, Synergy_Loewe=-10.8, Synergy_HSA=-11.2. (2) Drug 1: CC1=C(C(CCC1)(C)C)C=CC(=CC=CC(=CC(=O)O)C)C. Drug 2: CN(C(=O)NC(C=O)C(C(C(CO)O)O)O)N=O. Cell line: NCI/ADR-RES. Synergy scores: CSS=1.66, Synergy_ZIP=1.84, Synergy_Bliss=1.89, Synergy_Loewe=1.42, Synergy_HSA=-2.87. (3) Drug 1: C1C(C(OC1N2C=NC3=C(N=C(N=C32)Cl)N)CO)O. Drug 2: CC12CCC3C(C1CCC2OP(=O)(O)O)CCC4=C3C=CC(=C4)OC(=O)N(CCCl)CCCl.[Na+]. Cell line: IGROV1. Synergy scores: CSS=24.4, Synergy_ZIP=-1.40, Synergy_Bliss=3.54, Synergy_Loewe=-3.21, Synergy_HSA=0.772. (4) Drug 1: C1=CC(=CC=C1C#N)C(C2=CC=C(C=C2)C#N)N3C=NC=N3. Drug 2: C#CCC(CC1=CN=C2C(=N1)C(=NC(=N2)N)N)C3=CC=C(C=C3)C(=O)NC(CCC(=O)O)C(=O)O. Cell line: TK-10. Synergy scores: CSS=60.7, Synergy_ZIP=4.76, Synergy_Bliss=1.71, Synergy_Loewe=-16.3, Synergy_HSA=1.38.